Predict which catalyst facilitates the given reaction. From a dataset of Catalyst prediction with 721,799 reactions and 888 catalyst types from USPTO. (1) Reactant: [H-].[Na+].[CH3:3][C:4]1[CH:5]=[C:6]([CH:20]=[CH:21][CH:22]=1)[C:7]([CH:9]1[C:18](=[O:19])[C:17]2[C:12](=[CH:13][CH:14]=[CH:15][CH:16]=2)[NH:11][CH2:10]1)=[O:8].Br.Br[CH2:25][C:26]1[CH:31]=[CH:30][CH:29]=[CH:28][N:27]=1. Product: [CH3:3][C:4]1[CH:5]=[C:6]([CH:20]=[CH:21][CH:22]=1)[C:7]([C:9]1[C:18](=[O:19])[C:17]2[C:12](=[CH:13][CH:14]=[CH:15][CH:16]=2)[N:11]([CH2:25][C:26]2[CH:31]=[CH:30][CH:29]=[CH:28][N:27]=2)[CH:10]=1)=[O:8]. The catalyst class is: 9. (2) Reactant: [Cl:1][CH2:2][CH2:3][CH2:4][O:5][C:6]1[CH:14]=[CH:13][C:9]([C:10]([NH2:12])=[O:11])=[CH:8][CH:7]=1.Br[CH:16]([CH3:20])[C:17](=O)[CH3:18]. Product: [Cl:1][CH2:2][CH2:3][CH2:4][O:5][C:6]1[CH:14]=[CH:13][C:9]([C:10]2[O:11][C:16]([CH3:20])=[C:17]([CH3:18])[N:12]=2)=[CH:8][CH:7]=1. The catalyst class is: 397.